Dataset: Reaction yield outcomes from USPTO patents with 853,638 reactions. Task: Predict the reaction yield, written as a fraction of the theoretical maximum amount of product (1.0 means a 100% yield; for example, 0.34 means a 34% yield). (1) The reactants are Cl[C:2]1[N:7]=[C:6]([CH2:8][CH2:9][C:10]2[CH:15]=[CH:14][CH:13]=[CH:12][C:11]=2[C:16]2([C:19]([NH2:21])=[O:20])[CH2:18][CH2:17]2)[C:5]([Cl:22])=[CH:4][N:3]=1.[NH2:23][C:24]1[C:25]([CH3:36])=[N:26][N:27](C(OC(C)(C)C)=O)[CH:28]=1.NC1C=NN(C(OC(C)(C)C)=O)C=1C.O.C1(C)C=CC(S(O)(=O)=O)=CC=1. The catalyst is O1CCOCC1. The product is [Cl:22][C:5]1[C:6]([CH2:8][CH2:9][C:10]2[CH:15]=[CH:14][CH:13]=[CH:12][C:11]=2[C:16]2([C:19]([NH2:21])=[O:20])[CH2:18][CH2:17]2)=[N:7][C:2]([NH:23][C:24]2[C:25]([CH3:36])=[N:26][NH:27][CH:28]=2)=[N:3][CH:4]=1. The yield is 0.250. (2) The reactants are [C:1]([CH2:4][CH2:5][C:6]1[C:7]([CH3:33])=[C:8](C(O)=O)[NH:9][C:10]=1[CH:11]=[C:12]1[C:20]2[C:15](=[CH:16][C:17]([C:21]3[CH:26]=[CH:25][CH:24]=[C:23]([O:27][CH3:28])[CH:22]=3)=[CH:18][CH:19]=2)[NH:14][C:13]1=[O:29])([OH:3])=[O:2].[OH-].[K+].O.Cl. The catalyst is C(O)CO. The product is [CH3:28][O:27][C:23]1[CH:22]=[C:21]([C:17]2[CH:16]=[C:15]3[C:20]([C:12](=[CH:11][C:10]4[NH:9][CH:8]=[C:7]([CH3:33])[C:6]=4[CH2:5][CH2:4][C:1]([OH:3])=[O:2])[C:13](=[O:29])[NH:14]3)=[CH:19][CH:18]=2)[CH:26]=[CH:25][CH:24]=1. The yield is 0.200.